From a dataset of NCI-60 drug combinations with 297,098 pairs across 59 cell lines. Regression. Given two drug SMILES strings and cell line genomic features, predict the synergy score measuring deviation from expected non-interaction effect. Drug 1: C1=CC=C(C=C1)NC(=O)CCCCCCC(=O)NO. Drug 2: C#CCC(CC1=CN=C2C(=N1)C(=NC(=N2)N)N)C3=CC=C(C=C3)C(=O)NC(CCC(=O)O)C(=O)O. Cell line: MDA-MB-231. Synergy scores: CSS=6.02, Synergy_ZIP=-0.957, Synergy_Bliss=-1.19, Synergy_Loewe=2.75, Synergy_HSA=0.423.